This data is from Reaction yield outcomes from USPTO patents with 853,638 reactions. The task is: Predict the reaction yield, written as a fraction of the theoretical maximum amount of product (1.0 means a 100% yield; for example, 0.34 means a 34% yield). (1) The product is [CH3:3][O:31][C:29](=[O:30])[C:28]1[CH:32]=[CH:33][C:25]([C:23](=[O:24])[CH2:22][F:1])=[CH:26][CH:27]=1. The reactants are [F-:1].[K+].[CH2:3]1OCCOCCOCCOCCOCCOC1.Br[CH2:22][C:23]([C:25]1[CH:33]=[CH:32][C:28]([C:29]([OH:31])=[O:30])=[CH:27][CH:26]=1)=[O:24]. The yield is 0.310. The catalyst is C(#N)C.O. (2) The reactants are [SH:1][C:2]1[NH:3][C:4]2[CH:10]=[CH:9][CH:8]=[CH:7][C:5]=2[N:6]=1.Br[CH2:12][C:13](=[O:19])[C:14]([O:16][CH2:17][CH3:18])=[O:15]. The catalyst is CO.CC(C)=O. The product is [CH2:17]([O:16][C:14](=[O:15])[C:13](=[O:19])[CH2:12][S:1][C:2]1[NH:6][C:5]2[CH:7]=[CH:8][CH:9]=[CH:10][C:4]=2[N:3]=1)[CH3:18]. The yield is 0.930. (3) The reactants are [CH2:1]([O:3][C:4](=[O:17])[C:5]([O:8][C:9]1[CH:14]=[CH:13][C:12]([OH:15])=[CH:11][C:10]=1[CH3:16])([CH3:7])[CH3:6])[CH3:2].[F:18][C:19]([F:34])([F:33])[O:20][C:21]1[CH:22]=[C:23]([C:27]#[C:28][CH2:29][CH2:30][CH2:31]O)[CH:24]=[CH:25][CH:26]=1.C(P(CCCC)CCCC)CCC.CN(C)C(N=NC(N(C)C)=O)=O. The catalyst is O1CCCC1. The product is [CH2:1]([O:3][C:4](=[O:17])[C:5]([CH3:6])([O:8][C:9]1[CH:14]=[CH:13][C:12]([O:15][CH2:31][CH2:30][CH2:29][C:28]#[C:27][C:23]2[CH:24]=[CH:25][CH:26]=[C:21]([O:20][C:19]([F:18])([F:33])[F:34])[CH:22]=2)=[CH:11][C:10]=1[CH3:16])[CH3:7])[CH3:2]. The yield is 0.360. (4) The reactants are [Br:1][C:2]1[N:7]=[C:6]([NH2:8])[CH:5]=[CH:4][CH:3]=1.C(=O)(O)[O-].[Na+].O.[C:15](Cl)(Cl)=[S:16]. The catalyst is C(Cl)(Cl)Cl. The product is [Br:1][C:2]1[CH:3]=[CH:4][CH:5]=[C:6]([N:8]=[C:15]=[S:16])[N:7]=1. The yield is 0.890. (5) The catalyst is O.CN(C=O)C. The yield is 0.739. The reactants are [OH:1][C:2]1[CH:7]=[CH:6][C:5]([C:8]2([C:18]3[CH:23]=[CH:22][C:21]([OH:24])=[CH:20][CH:19]=3)[CH:15]3[CH2:16][CH:11]4[CH2:12][CH:13]([CH2:17][CH:9]2[CH2:10]4)[CH2:14]3)=[CH:4][CH:3]=1.F[C:26]1[CH:27]=[CH:28][C:29]([N+:33]([O-:35])=[O:34])=[C:30]([OH:32])[CH:31]=1.[C:36]([O-:39])([O-])=O.[K+].[K+].Cl. The product is [OH:32][C:30]1[CH:31]=[C:26]([CH:27]=[CH:28][C:29]=1[N+:33]([O-:35])=[O:34])[O:1][C:2]1[CH:3]=[CH:4][C:5]([C:8]2([C:18]3[CH:19]=[CH:20][C:21]([O:24][C:26]4[CH:27]=[CH:28][C:29]([N+:33]([O-:35])=[O:34])=[C:36]([OH:39])[CH:31]=4)=[CH:22][CH:23]=3)[CH:9]3[CH2:17][CH:13]4[CH2:12][CH:11]([CH2:16][CH:15]2[CH2:14]4)[CH2:10]3)=[CH:6][CH:7]=1. (6) The reactants are [Cl:1][C:2]1[C:10]([C:11]([C:14]#[N:15])([CH3:13])[CH3:12])=[CH:9][CH:8]=[CH:7][C:3]=1[C:4]([OH:6])=O.C(Cl)(=O)C(Cl)=O.CN(C)C=O.[NH2:27][C:28]1[C:29]([F:53])=[CH:30][C:31]([Cl:52])=[C:32]([CH:51]=1)[O:33][C:34]1[CH:48]=[CH:47][C:37]2[N:38]=[C:39]([NH:41][C:42]([CH:44]3[CH2:46][CH2:45]3)=[O:43])[S:40][C:36]=2[C:35]=1[C:49]#[N:50]. The catalyst is O1CCCC1.C(OCC)(=O)C. The product is [Cl:1][C:2]1[C:10]([C:11]([C:14]#[N:15])([CH3:13])[CH3:12])=[CH:9][CH:8]=[CH:7][C:3]=1[C:4]([NH:27][C:28]1[CH:51]=[C:32]([O:33][C:34]2[CH:48]=[CH:47][C:37]3[N:38]=[C:39]([NH:41][C:42]([CH:44]4[CH2:46][CH2:45]4)=[O:43])[S:40][C:36]=3[C:35]=2[C:49]#[N:50])[C:31]([Cl:52])=[CH:30][C:29]=1[F:53])=[O:6]. The yield is 0.880.